This data is from Forward reaction prediction with 1.9M reactions from USPTO patents (1976-2016). The task is: Predict the product of the given reaction. Given the reactants [NH2:1][C:2](=[O:36])[CH2:3][O:4][C:5]1[C:13]([C:14]2[CH:15]=[CH:16][C:17]3[O:21][C:20]([C:22]4[CH:27]=[CH:26][C:25]([F:28])=[CH:24][CH:23]=4)=[C:19]([C:29](=[O:32])[NH:30][CH3:31])[C:18]=3[CH:33]=2)=[CH:12][C:8]([C:9]([OH:11])=O)=[C:7]([O:34][CH3:35])[CH:6]=1.[CH3:37][C:38]([NH2:41])([CH3:40])[CH3:39].CN(C(O[N:50]1N=N[C:52]2[CH:53]=[CH:54]C=N[C:51]1=2)=[N+](C)C)C.F[P-](F)(F)(F)(F)F, predict the reaction product. The product is: [NH2:1][C:2](=[O:36])[CH2:3][O:4][C:5]1[CH:6]=[C:7]([O:34][CH3:35])[C:8]([C:9](=[O:11])[NH:41][C:38]2([C:40]3[CH:54]=[CH:53][CH:52]=[CH:51][N:50]=3)[CH2:39][CH2:37]2)=[CH:12][C:13]=1[C:14]1[CH:15]=[CH:16][C:17]2[O:21][C:20]([C:22]3[CH:27]=[CH:26][C:25]([F:28])=[CH:24][CH:23]=3)=[C:19]([C:29]([NH:30][CH3:31])=[O:32])[C:18]=2[CH:33]=1.